The task is: Binary Classification. Given a miRNA mature sequence and a target amino acid sequence, predict their likelihood of interaction.. This data is from Experimentally validated miRNA-target interactions with 360,000+ pairs, plus equal number of negative samples. (1) The protein sequence of the target gene is MATLQLLRAPLLCVLLWVFCAPGARAHDHGADVHHGSVGLDKSTVHDQEHIMEHLEGVIDQPEAEMSPQELQLHYFKMHDYDGNSLLDGLELSIAITHVHKEEGSEQAPVMSEDELVSIIDGVLRDDDKNNDGYIDYAEFAKSLQ. The miRNA is hsa-miR-6862-3p with sequence CCUCACCCAGCUCUCUGGCCCUCU. Result: 0 (no interaction). (2) The miRNA is hsa-miR-1304-3p with sequence UCUCACUGUAGCCUCGAACCCC. The protein sequence of the target gene is MASSGGELGSLFDHHVQRAVCDTRAKYREGRRPRAVKVYTINLESQYLLIQGVPAVGVMKELVERFALYGAIEQYNALDEYPAEDFTEVYLIKFMNLQSARTAKRKMDEQSFFGGLLHVCYAPEFETVEETRKKLQMRKAYVVKTTENKDHYVTKKKLVTEHKDTEDFRQDFHSEMSGFCKAALNTSAGNSNPYLPYSCELPLCYFSSKCMCSSGGPVDRAPDSSKDGRNHHKTMGHYNHNDSLRKTQINSLKNSVACPGAQKAITSSEAVDRFMPRTTQLQERKRRREDDRKLGTFLQT.... Result: 1 (interaction).